From a dataset of Full USPTO retrosynthesis dataset with 1.9M reactions from patents (1976-2016). Predict the reactants needed to synthesize the given product. (1) Given the product [CH2:1]([O:8][C:9]1[CH:16]=[CH:15][C:14]([Br:17])=[CH:13][C:10]=1[CH2:11][NH:22][CH3:21])[C:2]1[CH:7]=[CH:6][CH:5]=[CH:4][CH:3]=1, predict the reactants needed to synthesize it. The reactants are: [CH2:1]([O:8][C:9]1[CH:16]=[CH:15][C:14]([Br:17])=[CH:13][C:10]=1[CH:11]=O)[C:2]1[CH:7]=[CH:6][CH:5]=[CH:4][CH:3]=1.Cl.CN.[C:21]([BH3-])#[N:22].[Na+]. (2) Given the product [Br:1][C:2]1[CH:7]=[CH:6][C:5]([CH2:8][O:9][Si:21]([C:17]([CH3:20])([CH3:19])[CH3:18])([CH3:28])[CH3:22])=[CH:4][C:3]=1[O:10][CH3:11], predict the reactants needed to synthesize it. The reactants are: [Br:1][C:2]1[CH:7]=[CH:6][C:5]([CH2:8][OH:9])=[CH:4][C:3]=1[O:10][CH3:11].N1C=CN=C1.[C:17]([Si:21](Cl)([C:28]1C=CC=CC=1)[C:22]1C=CC=CC=1)([CH3:20])([CH3:19])[CH3:18].C(=O)(O)[O-].[Na+]. (3) Given the product [F:1][C:2]1[CH:3]=[C:4]([CH:33]=[CH:34][C:35]=1[F:36])[CH2:5][N:6]1[CH2:7][CH2:8][C:9]2([N:18]([C:19]3[CH:20]=[CH:21][C:22]([O:25][CH3:26])=[CH:23][CH:24]=3)[C:17](=[O:27])[C:16]3[C:11](=[CH:12][C:13]([C:28]([O:30][CH2:48][CH3:49])=[O:29])=[CH:14][CH:15]=3)[NH:10]2)[CH2:31][CH2:32]1, predict the reactants needed to synthesize it. The reactants are: [F:1][C:2]1[CH:3]=[C:4]([CH:33]=[CH:34][C:35]=1[F:36])[CH2:5][N:6]1[CH2:32][CH2:31][C:9]2([N:18]([C:19]3[CH:24]=[CH:23][C:22]([O:25][CH3:26])=[CH:21][CH:20]=3)[C:17](=[O:27])[C:16]3[C:11](=[CH:12][C:13]([C:28]([OH:30])=[O:29])=[CH:14][CH:15]=3)[NH:10]2)[CH2:8][CH2:7]1.C(=O)([O-])[O-].[Cs+].[Cs+].CN(C)C=O.[CH2:48](I)[CH3:49]. (4) Given the product [CH2:18]([C:17]1[NH:7][C:8]2[C:9]([CH:16]=1)=[CH:10][CH:11]=[C:12]([O:14][CH3:15])[CH:13]=2)[CH3:19], predict the reactants needed to synthesize it. The reactants are: C(OC(=O)[NH:7][C:8]1[CH:13]=[C:12]([O:14][CH3:15])[CH:11]=[CH:10][C:9]=1[CH2:16][C:17](=O)[CH2:18][CH3:19])(C)(C)C.C(O)(C(F)(F)F)=O. (5) Given the product [CH3:17][O:16][C:14]([C:13]1[CH:12]=[C:11]([CH2:10][C:9]([OH:21])=[O:8])[CH:20]=[CH:19][CH:18]=1)=[O:15], predict the reactants needed to synthesize it. The reactants are: C([O-])([O-])=O.[K+].[K+].C[O:8][C:9](=[O:21])[CH2:10][C:11]1[CH:12]=[C:13]([CH:18]=[CH:19][CH:20]=1)[C:14]([O:16][CH3:17])=[O:15]. (6) Given the product [CH3:12][O:11][C:4]1[CH:3]=[C:2]([C:16]2[CH:17]=[CH:18][N:13]=[CH:14][CH:15]=2)[CH:7]=[CH:6][C:5]=1[N+:8]([O-:10])=[O:9], predict the reactants needed to synthesize it. The reactants are: Cl[C:2]1[CH:7]=[CH:6][C:5]([N+:8]([O-:10])=[O:9])=[C:4]([O:11][CH3:12])[CH:3]=1.[N:13]1[CH:18]=[CH:17][CH:16]=[C:15](B(O)O)[CH:14]=1.C([O-])([O-])=O.[Na+].[Na+]. (7) Given the product [NH:12]1[C:20]2[C:15](=[CH:16][C:17]([CH2:21][NH:5][C@@H:4]([C:6]3[CH:11]=[CH:10][CH:9]=[CH:8][CH:7]=3)[CH2:3][O:2][CH3:1])=[CH:18][CH:19]=2)[CH:14]=[CH:13]1, predict the reactants needed to synthesize it. The reactants are: [CH3:1][O:2][CH2:3][C@@H:4]([C:6]1[CH:11]=[CH:10][CH:9]=[CH:8][CH:7]=1)[NH2:5].[NH:12]1[C:20]2[C:15](=[CH:16][C:17]([CH:21]=O)=[CH:18][CH:19]=2)[CH:14]=[CH:13]1.[BH-](OC(C)=O)(OC(C)=O)OC(C)=O.[Na+].C([O-])(O)=O.[Na+]. (8) Given the product [OH:31][C@@:24]1([C:22]#[C:23][C:2]2[CH:3]=[C:4]([N:8]3[C:12]4=[N:13][N:14]=[C:15]([O:17][CH3:18])[CH:16]=[C:11]4[C:10]([C:19]([NH2:21])=[O:20])=[N:9]3)[CH:5]=[CH:6][CH:7]=2)[CH2:28][CH2:27][N:26]([CH3:29])[C:25]1=[O:30], predict the reactants needed to synthesize it. The reactants are: Br[C:2]1[CH:3]=[C:4]([N:8]2[C:12]3=[N:13][N:14]=[C:15]([O:17][CH3:18])[CH:16]=[C:11]3[C:10]([C:19]([NH2:21])=[O:20])=[N:9]2)[CH:5]=[CH:6][CH:7]=1.[C:22]([C@:24]1([OH:31])[CH2:28][CH2:27][N:26]([CH3:29])[C:25]1=[O:30])#[CH:23].